Dataset: Full USPTO retrosynthesis dataset with 1.9M reactions from patents (1976-2016). Task: Predict the reactants needed to synthesize the given product. The reactants are: [OH:1][C:2]1([CH2:15][SH:16])[CH2:7][CH2:6][N:5]([C:8]([O:10][C:11]([CH3:14])([CH3:13])[CH3:12])=[O:9])[CH2:4][CH2:3]1.[F:17][C:18]1[CH:19]=[C:20]2[C:25](=[CH:26][CH:27]=1)[C:24](=[O:28])[C:23](=[O:29])[CH:22]=[CH:21]2. Given the product [F:17][C:18]1[CH:19]=[C:20]2[C:25]([C:24](=[O:28])[C:23](=[O:29])[CH:22]=[C:21]2[S:16][CH2:15][C:2]2([OH:1])[CH2:7][CH2:6][N:5]([C:8]([O:10][C:11]([CH3:12])([CH3:13])[CH3:14])=[O:9])[CH2:4][CH2:3]2)=[CH:26][CH:27]=1, predict the reactants needed to synthesize it.